From a dataset of Catalyst prediction with 721,799 reactions and 888 catalyst types from USPTO. Predict which catalyst facilitates the given reaction. The catalyst class is: 273. Reactant: C[O:2][C:3](=[O:31])[CH:4]([CH2:7][NH:8][C:9]([C:11]1[N:12]=[C:13]([C:29]#[N:30])[C:14]2[C:19]([C:20]=1[OH:21])=[CH:18][CH:17]=[C:16]([O:22][C:23]1[CH:28]=[CH:27][CH:26]=[CH:25][CH:24]=1)[CH:15]=2)=[O:10])[CH2:5][CH3:6]. Product: [C:29]([C:13]1[C:14]2[C:19](=[CH:18][CH:17]=[C:16]([O:22][C:23]3[CH:24]=[CH:25][CH:26]=[CH:27][CH:28]=3)[CH:15]=2)[C:20]([OH:21])=[C:11]([C:9]([NH:8][CH2:7][CH:4]([CH2:5][CH3:6])[C:3]([OH:31])=[O:2])=[O:10])[N:12]=1)#[N:30].